This data is from Forward reaction prediction with 1.9M reactions from USPTO patents (1976-2016). The task is: Predict the product of the given reaction. (1) The product is: [F:74][C:71]1[CH:70]=[CH:69][C:68]([C:66]2[S:67][C:60]3[C:59]([OH:75])=[C:58]([C:56]([NH:13][CH2:8][C:6]([OH:7])=[O:5])=[O:57])[N:63]=[C:62]([CH3:64])[C:61]=3[CH:65]=2)=[CH:73][CH:72]=1. Given the reactants C([O:5][C:6]([C:8]1[N:13]=C(Br)C2C=C(C3C=CC(F)=CC=3)SC=2C=1O)=[O:7])CCC.C(OC(C1C(O)=C2C=C(C3C=CC(F)=CC=3)SC2=C(Br)N=1)=O)CCC.C(O[C:56]([C:58]1[N:63]=[C:62]([CH3:64])[C:61]2[CH:65]=[C:66]([C:68]3[CH:73]=[CH:72][C:71]([F:74])=[CH:70][CH:69]=3)[S:67][C:60]=2[C:59]=1[OH:75])=[O:57])CCC.C(OC(C1C(O)=C2C=C(C3C=CC(F)=CC=3)SC2=C(C)N=1)=O)CCC, predict the reaction product. (2) Given the reactants Br[C:2]1[CH:14]=[CH:13][C:5]([C:6]([O:8][C:9]([CH3:12])([CH3:11])[CH3:10])=[O:7])=[CH:4][CH:3]=1.[NH:15]1[CH2:20][CH2:19][NH:18][CH2:17][CH2:16]1.CC(C)([O-])C.[Na+].C(OCC)(=O)C, predict the reaction product. The product is: [N:15]1([C:2]2[CH:14]=[CH:13][C:5]([C:6]([O:8][C:9]([CH3:12])([CH3:11])[CH3:10])=[O:7])=[CH:4][CH:3]=2)[CH2:20][CH2:19][NH:18][CH2:17][CH2:16]1.